From a dataset of Forward reaction prediction with 1.9M reactions from USPTO patents (1976-2016). Predict the product of the given reaction. Given the reactants [H-].[Na+].C[O:4][C:5](=[O:21])[C:6]1[CH:11]=[CH:10][CH:9]=[C:8]([F:12])[C:7]=1[NH:13][C:14]([O:16][C:17]([CH3:20])([CH3:19])[CH3:18])=[O:15].[CH2:22]([O:29][C:30](=[O:35])[NH:31][CH2:32][CH2:33]Br)[C:23]1[CH:28]=[CH:27][CH:26]=[CH:25][CH:24]=1.[I-].[Na+], predict the reaction product. The product is: [CH2:22]([O:29][C:30]([NH:31][CH2:32][CH2:33][N:13]([C:14]([O:16][C:17]([CH3:20])([CH3:19])[CH3:18])=[O:15])[C:7]1[C:8]([F:12])=[CH:9][CH:10]=[CH:11][C:6]=1[C:5]([OH:4])=[O:21])=[O:35])[C:23]1[CH:28]=[CH:27][CH:26]=[CH:25][CH:24]=1.